This data is from Full USPTO retrosynthesis dataset with 1.9M reactions from patents (1976-2016). The task is: Predict the reactants needed to synthesize the given product. (1) Given the product [CH2:1]([O:3][C:4]([N:6]1[CH2:11][CH2:10][N:9]([C:12](=[O:39])[C@@H:13]([NH:23][C:24]([C:26]2[CH:31]=[C:30]([C:46]3[CH:47]=[CH:48][C:43]([C:40]([OH:42])=[O:41])=[CH:44][CH:45]=3)[N:29]=[C:28]([C:33]3[CH:38]=[CH:37][CH:36]=[CH:35][CH:34]=3)[N:27]=2)=[O:25])[CH2:14][CH2:15][C:16]([O:18][C:19]([CH3:22])([CH3:21])[CH3:20])=[O:17])[CH2:8][CH2:7]1)=[O:5])[CH3:2], predict the reactants needed to synthesize it. The reactants are: [CH2:1]([O:3][C:4]([N:6]1[CH2:11][CH2:10][N:9]([C:12](=[O:39])[C@@H:13]([NH:23][C:24]([C:26]2[CH:31]=[C:30](Cl)[N:29]=[C:28]([C:33]3[CH:38]=[CH:37][CH:36]=[CH:35][CH:34]=3)[N:27]=2)=[O:25])[CH2:14][CH2:15][C:16]([O:18][C:19]([CH3:22])([CH3:21])[CH3:20])=[O:17])[CH2:8][CH2:7]1)=[O:5])[CH3:2].[C:40]([C:43]1[CH:48]=[CH:47][C:46](B(O)O)=[CH:45][CH:44]=1)([OH:42])=[O:41]. (2) Given the product [CH2:1]([C:9]1[CH:10]=[C:11]2[C:15](=[CH:16][CH:17]=1)[C:14](=[CH2:19])[C:13](=[O:18])[CH2:12]2)[CH2:2][CH2:3][CH2:4][CH2:5][CH2:6][CH2:7][CH3:8], predict the reactants needed to synthesize it. The reactants are: [CH2:1]([C:9]1[CH:10]=[C:11]2[C:15](=[CH:16][CH:17]=1)[CH2:14][C:13](=[O:18])[CH2:12]2)[CH2:2][CH2:3][CH2:4][CH2:5][CH2:6][CH2:7][CH3:8].[CH:19](OCC)=O.[H-].[Na+].C1(C)C=CC(S(Cl)(=O)=O)=CC=1. (3) Given the product [Br:1][C:2]1[CH:3]=[CH:4][C:5]([Cl:11])=[C:6]([C:7]2[NH:19][C:12]3[CH:17]=[CH:16][CH:15]=[CH:14][C:13]=3[N:18]=2)[CH:10]=1, predict the reactants needed to synthesize it. The reactants are: [Br:1][C:2]1[CH:3]=[CH:4][C:5]([Cl:11])=[C:6]([CH:10]=1)[C:7](O)=O.[C:12]1([NH2:19])[CH:17]=[CH:16][CH:15]=[CH:14][C:13]=1[NH2:18].CS(O)(=O)=O. (4) The reactants are: [C:1]([O:5][C:6]([N:8]1[CH2:13][CH2:12][CH2:11][C@@H:10]([C:14]([NH:16][NH:17][C:18]([C@H:20]2[CH2:26][CH2:25][C@@H:24]3[CH2:27][N:21]2[C:22](=[O:36])[N:23]3[O:28]CC2C=CC=CC=2)=[O:19])=[O:15])[CH2:9]1)=[O:7])([CH3:4])([CH3:3])[CH3:2]. Given the product [C:1]([O:5][C:6]([N:8]1[CH2:13][CH2:12][CH2:11][C@@H:10]([C:14]([NH:16][NH:17][C:18]([C@H:20]2[CH2:26][CH2:25][C@@H:24]3[CH2:27][N:21]2[C:22](=[O:36])[N:23]3[OH:28])=[O:19])=[O:15])[CH2:9]1)=[O:7])([CH3:4])([CH3:2])[CH3:3], predict the reactants needed to synthesize it. (5) Given the product [CH3:31][C:21]1[CH:26]=[CH:25][C:24]([S:27]([O:11][CH2:10][C@H:9]([OH:12])[C:6]2[CH:7]=[N:8][C:3]([C:2]([F:13])([F:1])[F:14])=[CH:4][CH:5]=2)(=[O:29])=[O:28])=[CH:23][CH:22]=1, predict the reactants needed to synthesize it. The reactants are: [F:1][C:2]([F:14])([F:13])[C:3]1[N:8]=[CH:7][C:6]([C@@H:9]([OH:12])[CH2:10][OH:11])=[CH:5][CH:4]=1.N1C=CC=CC=1.[C:21]1([CH3:31])[CH:26]=[CH:25][C:24]([S:27](Cl)(=[O:29])=[O:28])=[CH:23][CH:22]=1. (6) Given the product [F:1][C:2]1[CH:3]=[CH:4][C:5]([N:8]2[C:12]([CH3:13])=[CH:11][C:10]([C:14]([NH:25][CH2:24][C:23]3[CH:26]=[CH:27][C:20]([C:19](=[N:42][OH:43])[NH2:18])=[CH:21][CH:22]=3)=[O:16])=[C:9]2[CH3:17])=[CH:6][CH:7]=1, predict the reactants needed to synthesize it. The reactants are: [F:1][C:2]1[CH:7]=[CH:6][C:5]([N:8]2[C:12]([CH3:13])=[CH:11][C:10]([C:14]([OH:16])=O)=[C:9]2[CH3:17])=[CH:4][CH:3]=1.[NH2:18][CH2:19][C:20]1[CH:27]=[CH:26][C:23]([C:24]#[N:25])=[CH:22][CH:21]=1.C(Cl)(=O)C(Cl)=O.C(N(CC)CC)C.Cl.[NH2:42][OH:43].